From a dataset of Forward reaction prediction with 1.9M reactions from USPTO patents (1976-2016). Predict the product of the given reaction. Given the reactants [CH3:1][O:2][CH2:3][CH2:4][NH:5][C:6]1[CH:11]=[CH:10][C:9]([N+:12]([O-:14])=[O:13])=[CH:8][N:7]=1.[H-].[Na+].[CH3:17]I, predict the reaction product. The product is: [CH3:1][O:2][CH2:3][CH2:4][N:5]([CH3:17])[C:6]1[CH:11]=[CH:10][C:9]([N+:12]([O-:14])=[O:13])=[CH:8][N:7]=1.